Dataset: Peptide-MHC class I binding affinity with 185,985 pairs from IEDB/IMGT. Task: Regression. Given a peptide amino acid sequence and an MHC pseudo amino acid sequence, predict their binding affinity value. This is MHC class I binding data. (1) The peptide sequence is EPPFGESYI. The MHC is HLA-B51:01 with pseudo-sequence HLA-B51:01. The binding affinity (normalized) is 0.119. (2) The peptide sequence is PSSSYRRPV. The MHC is Mamu-A02 with pseudo-sequence Mamu-A02. The binding affinity (normalized) is 0.0393. (3) The peptide sequence is RRSKEITVR. The MHC is HLA-B27:05 with pseudo-sequence HLA-B27:05. The binding affinity (normalized) is 0.842. (4) The peptide sequence is IQDEIVAAY. The MHC is HLA-B07:02 with pseudo-sequence HLA-B07:02. The binding affinity (normalized) is 0.0847. (5) The peptide sequence is RYPLTFGW. The MHC is HLA-B40:02 with pseudo-sequence HLA-B40:02. The binding affinity (normalized) is 0. (6) The peptide sequence is KMFEATARGA. The MHC is HLA-A02:03 with pseudo-sequence HLA-A02:03. The binding affinity (normalized) is 0.636.